Dataset: Catalyst prediction with 721,799 reactions and 888 catalyst types from USPTO. Task: Predict which catalyst facilitates the given reaction. (1) Reactant: [CH3:1][N:2]([CH3:35])[CH2:3][CH2:4][O:5][C:6]1[CH:11]=[CH:10][C:9]([C:12]2[NH:28][C:15]3[N:16]=[CH:17][N:18]=[C:19]([NH:20][CH2:21][C@@H:22]4[CH2:25][CH2:24][C@@H:23]4[O:26]C)[C:14]=3[C:13]=2[C:29]2[CH:34]=[CH:33][CH:32]=[CH:31][CH:30]=2)=[CH:8][CH:7]=1.B(Br)(Br)Br. Product: [CH3:1][N:2]([CH3:35])[CH2:3][CH2:4][O:5][C:6]1[CH:7]=[CH:8][C:9]([C:12]2[NH:28][C:15]3[N:16]=[CH:17][N:18]=[C:19]([NH:20][CH2:21][C@H:22]4[CH2:25][CH2:24][C@H:23]4[OH:26])[C:14]=3[C:13]=2[C:29]2[CH:34]=[CH:33][CH:32]=[CH:31][CH:30]=2)=[CH:10][CH:11]=1. The catalyst class is: 4. (2) Product: [NH:8]1[CH2:13][CH2:12][C:11]2([C:22]3[C:17](=[CH:18][CH:19]=[CH:20][CH:21]=3)[CH2:16][CH2:15][CH2:14]2)[CH2:10][CH2:9]1. The catalyst class is: 19. Reactant: C([N:8]1[CH2:13][CH2:12][C:11]2([C:22]3[C:17](=[CH:18][CH:19]=[CH:20][CH:21]=3)[CH2:16][CH2:15][CH2:14]2)[CH2:10][CH2:9]1)C1C=CC=CC=1.C([O-])=O.[NH4+]. (3) Reactant: [Br:1][C:2]1[C:3]([Cl:38])=[CH:4][C:5]([O:36][CH3:37])=[C:6]([CH:35]=1)[CH2:7][N:8](CC1C=CC(OC)=CC=1OC)[C:9]([CH:11]1[CH2:16][CH2:15][N:14](C(OC(C)(C)C)=O)[CH2:13][CH2:12]1)=[O:10]. Product: [Br:1][C:2]1[C:3]([Cl:38])=[CH:4][C:5]([O:36][CH3:37])=[C:6]([CH:35]=1)[CH2:7][NH:8][C:9]([CH:11]1[CH2:12][CH2:13][NH:14][CH2:15][CH2:16]1)=[O:10]. The catalyst class is: 137. (4) Reactant: [N+:1]([C:4]1[CH:5]=[CH:6][C:7]([CH:10]([N:12]2[CH2:17][CH2:16][O:15][CH2:14][CH2:13]2)[CH3:11])=[N:8][CH:9]=1)([O-])=O.C([O-])=O.[NH4+]. Product: [N:12]1([CH:10]([C:7]2[N:8]=[CH:9][C:4]([NH2:1])=[CH:5][CH:6]=2)[CH3:11])[CH2:17][CH2:16][O:15][CH2:14][CH2:13]1. The catalyst class is: 29. (5) Reactant: Br[C:2]1[CH:3]=[N:4][CH:5]=[CH:6][C:7]=1[CH:8]([OH:10])[CH3:9].C([O-])([O-])=O.[Na+].[Na+].[CH3:17][S:18][C:19]1[CH:24]=[CH:23][C:22](B(O)O)=[CH:21][CH:20]=1. Product: [CH3:17][S:18][C:19]1[CH:24]=[CH:23][C:22]([C:2]2[CH:3]=[N:4][CH:5]=[CH:6][C:7]=2[CH:8]([OH:10])[CH3:9])=[CH:21][CH:20]=1. The catalyst class is: 151. (6) Reactant: [F:1][C:2]1[C:7]([F:8])=[CH:6][CH:5]=[CH:4][C:3]=1[C:9]1[S:17][C:16]2[C:15](=[O:18])[N:14]([CH:19]3[CH2:24][CH2:23][N:22](C(OC(C)(C)C)=O)[CH2:21][CH2:20]3)[C:13](=[O:32])[N:12]([CH2:33][C:34]3[N:35]=[N:36][N:37]([CH2:39][CH3:40])[N:38]=3)[C:11]=2[CH:10]=1.[ClH:41]. Product: [ClH:41].[F:1][C:2]1[C:7]([F:8])=[CH:6][CH:5]=[CH:4][C:3]=1[C:9]1[S:17][C:16]2[C:15](=[O:18])[N:14]([CH:19]3[CH2:20][CH2:21][NH:22][CH2:23][CH2:24]3)[C:13](=[O:32])[N:12]([CH2:33][C:34]3[N:35]=[N:36][N:37]([CH2:39][CH3:40])[N:38]=3)[C:11]=2[CH:10]=1. The catalyst class is: 12. (7) Reactant: C(O[Na])(C)(C)C.[O:7]=[C:8]([CH3:17])[CH2:9][C:10]([O:12][C:13]([CH3:16])([CH3:15])[CH3:14])=[O:11].[C:18]1([S:24][CH2:25][C:26](Cl)=[O:27])[CH:23]=[CH:22][CH:21]=[CH:20][CH:19]=1.Cl. Product: [C:8]([CH:9]([C:26](=[O:27])[CH2:25][S:24][C:18]1[CH:23]=[CH:22][CH:21]=[CH:20][CH:19]=1)[C:10]([O:12][C:13]([CH3:16])([CH3:15])[CH3:14])=[O:11])(=[O:7])[CH3:17]. The catalyst class is: 1.